From a dataset of Full USPTO retrosynthesis dataset with 1.9M reactions from patents (1976-2016). Predict the reactants needed to synthesize the given product. (1) Given the product [CH3:1][O:2][C:3](=[O:32])[CH2:4][C:6]1[C:14]2[C:9](=[CH:10][CH:11]=[CH:12][CH:13]=2)[NH:8][C:7]=1[C:15]1[CH:20]=[CH:19][C:18]([Cl:21])=[C:17]([NH:22][S:23]([C:26]2[CH:31]=[CH:30][CH:29]=[CH:28][CH:27]=2)(=[O:25])=[O:24])[CH:16]=1, predict the reactants needed to synthesize it. The reactants are: [CH3:1][O:2][C:3](=[O:32])[C:4]([C:6]1[C:14]2[C:9](=[CH:10][CH:11]=[CH:12][CH:13]=2)[NH:8][C:7]=1[C:15]1[CH:20]=[CH:19][C:18]([Cl:21])=[C:17]([NH:22][S:23]([C:26]2[CH:31]=[CH:30][CH:29]=[CH:28][CH:27]=2)(=[O:25])=[O:24])[CH:16]=1)=O.C([SiH](CC)CC)C. (2) The reactants are: [F:1][C:2]1[CH:10]=[CH:9][C:5]([C:6]([OH:8])=O)=[CH:4][N:3]=1.[F:11][C:12]1[CH:17]=[CH:16][C:15]([CH:18]([C:22]2[CH:27]=[CH:26][C:25]([F:28])=[CH:24][CH:23]=2)[CH2:19][CH2:20][NH2:21])=[CH:14][CH:13]=1. Given the product [F:11][C:12]1[CH:17]=[CH:16][C:15]([CH:18]([C:22]2[CH:23]=[CH:24][C:25]([F:28])=[CH:26][CH:27]=2)[CH2:19][CH2:20][NH:21][C:6](=[O:8])[C:5]2[CH:9]=[CH:10][C:2]([F:1])=[N:3][CH:4]=2)=[CH:14][CH:13]=1, predict the reactants needed to synthesize it. (3) Given the product [OH:25][C:5]1[C:6]([CH3:24])=[C:7]([O:8][CH2:9][CH2:10][CH2:11][CH2:12][O:13][C:14]2[CH:15]=[CH:16][C:17]([C:18]3[N:30]=[N:31][NH:32][N:19]=3)=[CH:20][CH:21]=2)[CH:22]=[CH:23][C:4]=1[C:1](=[O:3])[CH3:2], predict the reactants needed to synthesize it. The reactants are: [C:1]([C:4]1[CH:23]=[CH:22][C:7]([O:8][CH2:9][CH2:10][CH2:11][CH2:12][O:13][C:14]2[CH:21]=[CH:20][C:17]([C:18]#[N:19])=[CH:16][CH:15]=2)=[C:6]([CH3:24])[C:5]=1[OH:25])(=[O:3])[CH3:2].C[Si]([N:30]=[N+:31]=[N-:32])(C)C.C([Sn](=O)CCCC)CCC. (4) Given the product [Cl:6][C:7]1[CH:8]=[CH:9][C:10]([C:13]2[C:18]([O:5][CH2:4][CH:1]3[CH2:3][CH2:2]3)=[CH:17][CH:16]=[CH:15][N:14]=2)=[CH:11][CH:12]=1, predict the reactants needed to synthesize it. The reactants are: [CH:1]1([CH2:4][OH:5])[CH2:3][CH2:2]1.[Cl:6][C:7]1[CH:12]=[CH:11][C:10]([C:13]2[C:18](F)=[CH:17][CH:16]=[CH:15][N:14]=2)=[CH:9][CH:8]=1. (5) Given the product [CH:21]12[NH:26][CH:24]([CH2:23][CH2:22]1)[CH2:25][C:19](=[C:10]1[C:9]3[CH:8]=[CH:7][CH:6]=[C:5]([CH2:3][OH:2])[C:18]=3[O:17][C:16]3[C:11]1=[CH:12][CH:13]=[CH:14][CH:15]=3)[CH2:20]2, predict the reactants needed to synthesize it. The reactants are: C[O:2][C:3]([C:5]1[C:18]2[O:17][C:16]3[C:11](=[CH:12][CH:13]=[CH:14][CH:15]=3)[C:10](=[C:19]3[CH2:25][CH:24]4[N:26](C(=O)C(F)(F)F)[CH:21]([CH2:22][CH2:23]4)[CH2:20]3)[C:9]=2[CH:8]=[CH:7][CH:6]=1)=O.[H-].C([Al+]CC(C)C)C(C)C.[C@H](O)(C([O-])=O)[C@@H](O)C([O-])=O.[Na+].[K+].